From a dataset of Peptide-MHC class I binding affinity with 185,985 pairs from IEDB/IMGT. Regression. Given a peptide amino acid sequence and an MHC pseudo amino acid sequence, predict their binding affinity value. This is MHC class I binding data. (1) The peptide sequence is LMMATIGIAL. The MHC is HLA-B08:01 with pseudo-sequence HLA-B08:01. The binding affinity (normalized) is 0.447. (2) The MHC is HLA-A68:02 with pseudo-sequence HLA-A68:02. The binding affinity (normalized) is 0.213. The peptide sequence is LLHGLDFSEV. (3) The peptide sequence is VTIMSGLVF. The MHC is Mamu-A2201 with pseudo-sequence Mamu-A2201. The binding affinity (normalized) is 0.194. (4) The peptide sequence is DLNSFEQLCI. The MHC is HLA-A02:02 with pseudo-sequence HLA-A02:02. The binding affinity (normalized) is 0.331. (5) The peptide sequence is SLIIPNVTL. The MHC is HLA-B57:01 with pseudo-sequence HLA-B57:01. The binding affinity (normalized) is 0.213.